From a dataset of Forward reaction prediction with 1.9M reactions from USPTO patents (1976-2016). Predict the product of the given reaction. (1) Given the reactants S(=O)(=O)(O)O.[CH2:6]([N:8]1[C:12]2[N:13]=[N:14][CH:15]=[C:16]([C:17]3[CH:22]=[CH:21][C:20]([F:23])=[CH:19][CH:18]=3)[C:11]=2[N:10]=[CH:9]1)[CH3:7].[I:24]N1C(C)(C)C(=O)N(I)C1=O.[OH-].[Na+], predict the reaction product. The product is: [CH2:6]([N:8]1[C:12]2[N:13]=[N:14][CH:15]=[C:16]([C:17]3[CH:22]=[CH:21][C:20]([F:23])=[C:19]([I:24])[CH:18]=3)[C:11]=2[N:10]=[CH:9]1)[CH3:7]. (2) Given the reactants [Cl:1][C:2]1[CH:7]=[CH:6][C:5]([C:8]2[N:12]([CH:13]3[CH2:15][CH2:14]3)[C:11](=[O:16])[N:10]([CH2:17][C:18]([NH:20][NH2:21])=O)[N:9]=2)=[CH:4][CH:3]=1.Cl.[F:23][C:24]([F:37])([F:36])[C:25]1[CH:26]=[C:27]([CH2:31][CH2:32][C:33](=N)[NH2:34])[CH:28]=[CH:29][CH:30]=1, predict the reaction product. The product is: [Cl:1][C:2]1[CH:7]=[CH:6][C:5]([C:8]2[N:12]([CH:13]3[CH2:15][CH2:14]3)[C:11](=[O:16])[N:10]([CH2:17][C:18]3[NH:34][C:33]([CH2:32][CH2:31][C:27]4[CH:28]=[CH:29][CH:30]=[C:25]([C:24]([F:23])([F:37])[F:36])[CH:26]=4)=[N:21][N:20]=3)[N:9]=2)=[CH:4][CH:3]=1. (3) Given the reactants [N:1]([C@@H:4]1[CH2:8][N:7]([C:9]([O:11][C:12]([CH3:15])([CH3:14])[CH3:13])=[O:10])[C@H:6]([CH3:16])[CH2:5]1)=[N+]=[N-].[CH:17]1([S:20](Cl)(=[O:22])=[O:21])[CH2:19][CH2:18]1.C([O-])(O)=O.[Na+], predict the reaction product. The product is: [CH:17]1([S:20]([NH:1][C@@H:4]2[CH2:8][N:7]([C:9]([O:11][C:12]([CH3:15])([CH3:14])[CH3:13])=[O:10])[C@H:6]([CH3:16])[CH2:5]2)(=[O:22])=[O:21])[CH2:19][CH2:18]1.